From a dataset of Cav3 T-type calcium channel HTS with 100,875 compounds. Binary Classification. Given a drug SMILES string, predict its activity (active/inactive) in a high-throughput screening assay against a specified biological target. The compound is N(c1nnc(c2c1cccc2)C)CC=C. The result is 0 (inactive).